Predict the reactants needed to synthesize the given product. From a dataset of Full USPTO retrosynthesis dataset with 1.9M reactions from patents (1976-2016). Given the product [CH2:6]([O:13][C:14]1[CH:19]=[CH:18][C:17]([CH:22]=[O:24])=[C:16]([CH3:20])[CH:15]=1)[C:7]1[CH:8]=[CH:9][CH:10]=[CH:11][CH:12]=1, predict the reactants needed to synthesize it. The reactants are: P(Cl)(Cl)(Cl)=O.[CH2:6]([O:13][C:14]1[CH:19]=[CH:18][CH:17]=[C:16]([CH3:20])[CH:15]=1)[C:7]1[CH:12]=[CH:11][CH:10]=[CH:9][CH:8]=1.[B].[C:22]([O-])(=[O:24])C.[Na+].